This data is from Full USPTO retrosynthesis dataset with 1.9M reactions from patents (1976-2016). The task is: Predict the reactants needed to synthesize the given product. Given the product [F:34][C:31]1[CH:32]=[CH:33][C:28]([C:26](=[O:27])[CH2:25][N:15]2[CH2:16][CH:13]([CH2:12][S:9]([C:6]3[CH:7]=[CH:8][C:3]([F:2])=[CH:4][CH:5]=3)(=[O:11])=[O:10])[CH2:14]2)=[C:29]([CH3:35])[CH:30]=1, predict the reactants needed to synthesize it. The reactants are: Cl.[F:2][C:3]1[CH:8]=[CH:7][C:6]([S:9]([CH2:12][CH:13]2[CH2:16][NH:15][CH2:14]2)(=[O:11])=[O:10])=[CH:5][CH:4]=1.CCN(CC)CC.Br[CH2:25][C:26]([C:28]1[CH:33]=[CH:32][C:31]([F:34])=[CH:30][C:29]=1[CH3:35])=[O:27].